From a dataset of Reaction yield outcomes from USPTO patents with 853,638 reactions. Predict the reaction yield, written as a fraction of the theoretical maximum amount of product (1.0 means a 100% yield; for example, 0.34 means a 34% yield). (1) The reactants are [C:1]([NH:9][C:10]1[CH:15]=[CH:14][C:13]([C:16]2[N:21]=[CH:20][N:19]=[C:18]([NH:22][C@H:23]([C:31]([O:33]C)=[O:32])[CH2:24][C:25]3[CH:30]=[CH:29][CH:28]=[CH:27][CH:26]=3)[CH:17]=2)=[CH:12][CH:11]=1)(=[O:8])[C:2]1[CH:7]=[CH:6][CH:5]=[CH:4][CH:3]=1.[OH-].[Na+]. The catalyst is CO. The product is [C:1]([NH:9][C:10]1[CH:11]=[CH:12][C:13]([C:16]2[N:21]=[CH:20][N:19]=[C:18]([NH:22][C@H:23]([C:31]([OH:33])=[O:32])[CH2:24][C:25]3[CH:30]=[CH:29][CH:28]=[CH:27][CH:26]=3)[CH:17]=2)=[CH:14][CH:15]=1)(=[O:8])[C:2]1[CH:7]=[CH:6][CH:5]=[CH:4][CH:3]=1. The yield is 0.640. (2) The reactants are Cl[C:2]1[N:10]=[C:9]2[C:5]([N:6]=[CH:7][NH:8]2)=[C:4]([NH:11][CH:12]2[CH2:17][CH2:16][CH2:15][CH2:14][CH2:13]2)[N:3]=1.[CH3:18][N:19]1[CH:23]=[C:22]([NH2:24])[CH:21]=[N:20]1.[Si](Cl)(C)(C)C. The catalyst is CCCCO. The product is [CH:12]1([NH:11][C:4]2[N:3]=[C:2]([NH:24][C:22]3[CH:21]=[N:20][N:19]([CH3:18])[CH:23]=3)[N:10]=[C:9]3[C:5]=2[N:6]=[CH:7][NH:8]3)[CH2:17][CH2:16][CH2:15][CH2:14][CH2:13]1. The yield is 0.160. (3) The reactants are C([Si](C)(C)[O:6][C:7]1[CH:12]=[CH:11][CH:10]=[CH:9][C:8]=1[NH:13][C:14](=[O:34])[C:15]1[CH:20]=[CH:19][C:18]([CH2:21][S:22][C:23]2[NH:27][C:26]3[CH:28]=[CH:29][C:30]([O:32][CH3:33])=[CH:31][C:25]=3[N:24]=2)=[CH:17][CH:16]=1)(C)(C)C.CCCC[N+](CCCC)(CCCC)CCCC.[F-]. The catalyst is C1COCC1. The product is [OH:6][C:7]1[CH:12]=[CH:11][CH:10]=[CH:9][C:8]=1[NH:13][C:14](=[O:34])[C:15]1[CH:16]=[CH:17][C:18]([CH2:21][S:22][C:23]2[NH:27][C:26]3[CH:28]=[CH:29][C:30]([O:32][CH3:33])=[CH:31][C:25]=3[N:24]=2)=[CH:19][CH:20]=1. The yield is 0.610. (4) The reactants are I[C:2]1[CH:7]=[CH:6][N:5]=[C:4]2[N:8]([C:11]3[CH:12]=[C:13]([S:17]([NH2:20])(=[O:19])=[O:18])[CH:14]=[CH:15][CH:16]=3)[N:9]=[CH:10][C:3]=12.CC1(C)C(C)(C)OB([C:29]2[C:38]3[C:33](=[CH:34][CH:35]=[CH:36][CH:37]=3)[CH:32]=[N:31][CH:30]=2)O1.C(=O)([O-])[O-].[Na+].[Na+]. The catalyst is C1C=CC([P]([Pd]([P](C2C=CC=CC=2)(C2C=CC=CC=2)C2C=CC=CC=2)([P](C2C=CC=CC=2)(C2C=CC=CC=2)C2C=CC=CC=2)[P](C2C=CC=CC=2)(C2C=CC=CC=2)C2C=CC=CC=2)(C2C=CC=CC=2)C2C=CC=CC=2)=CC=1.CCO.COCCOC.O. The product is [CH:32]1[C:33]2[C:38](=[CH:37][CH:36]=[CH:35][CH:34]=2)[C:29]([C:2]2[CH:7]=[CH:6][N:5]=[C:4]3[N:8]([C:11]4[CH:12]=[C:13]([S:17]([NH2:20])(=[O:19])=[O:18])[CH:14]=[CH:15][CH:16]=4)[N:9]=[CH:10][C:3]=23)=[CH:30][N:31]=1. The yield is 0.760. (5) The reactants are [CH3:1][C:2]1([CH2:6][OH:7])[CH2:5][O:4][CH2:3]1.C(N(CC)CC)C.[CH3:15][S:16](Cl)(=[O:18])=[O:17].O. The catalyst is ClCCl. The product is [CH3:1][C:2]1([CH2:6][O:7][S:16]([CH3:15])(=[O:18])=[O:17])[CH2:5][O:4][CH2:3]1. The yield is 0.970. (6) The reactants are C([O:9][C:10]1[CH:15]=[C:14]([I:16])[C:13]([O:17][C:18]2[CH:23]=[CH:22][C:21]([O:24][CH3:25])=[C:20]([CH:26]([CH3:28])[CH3:27])[CH:19]=2)=[C:12]([I:29])[CH:11]=1)(=O)C1C=CC=CC=1.[OH-].[Na+].Cl. The catalyst is CO.O. The product is [I:16][C:14]1[CH:15]=[C:10]([OH:9])[CH:11]=[C:12]([I:29])[C:13]=1[O:17][C:18]1[CH:23]=[CH:22][C:21]([O:24][CH3:25])=[C:20]([CH:26]([CH3:27])[CH3:28])[CH:19]=1. The yield is 0.950. (7) The reactants are Br[C:2]1[CH:12]=[CH:11][CH:10]=[CH:9][C:3]=1[C:4]([O:6][CH2:7][CH3:8])=[O:5].[C:13]([O:17][CH2:18][C:19]1[CH:24]=[CH:23][CH:22]=[CH:21][CH:20]=1)(=[O:16])[CH:14]=[CH2:15].C(N(CC)CC)C.ClCCl. The catalyst is CN(C=O)C.CCOC(C)=O.C1C=CC(P(C2C=CC=CC=2)[C-]2C=CC=C2)=CC=1.C1C=CC(P(C2C=CC=CC=2)[C-]2C=CC=C2)=CC=1.Cl[Pd]Cl.[Fe+2]. The product is [CH2:18]([O:17][C:13](=[O:16])/[CH:14]=[CH:15]/[C:2]1[CH:12]=[CH:11][CH:10]=[CH:9][C:3]=1[C:4]([O:6][CH2:7][CH3:8])=[O:5])[C:19]1[CH:24]=[CH:23][CH:22]=[CH:21][CH:20]=1. The yield is 0.920.